This data is from Reaction yield outcomes from USPTO patents with 853,638 reactions. The task is: Predict the reaction yield, written as a fraction of the theoretical maximum amount of product (1.0 means a 100% yield; for example, 0.34 means a 34% yield). (1) The reactants are [NH2:1][C:2]1[C:7]([NH2:8])=[C:6]([NH:9][C@@H:10]2[C@@H:15]3[CH2:16][C@@H:12]([CH:13]=[CH:14]3)[C@@H:11]2[C:17]([NH2:19])=[O:18])[C:5]([Br:20])=[CH:4][N:3]=1.[N:21]1([C:27]2[N:32]=[CH:31][C:30]([CH:33]=O)=[CH:29][CH:28]=2)[CH2:26][CH2:25][O:24][CH2:23][CH2:22]1. No catalyst specified. The product is [Br:20][C:5]1[C:6]([NH:9][C@@H:10]2[C@@H:15]3[CH2:16][C@@H:12]([CH:13]=[CH:14]3)[C@@H:11]2[C:17]([NH2:19])=[O:18])=[C:7]2[N:8]=[C:33]([C:30]3[CH:31]=[N:32][C:27]([N:21]4[CH2:26][CH2:25][O:24][CH2:23][CH2:22]4)=[CH:28][CH:29]=3)[NH:1][C:2]2=[N:3][CH:4]=1. The yield is 0.740. (2) The reactants are [Br:1][C:2]1[CH:3]=[C:4]([CH:17]([O:19][Si:20]([C:23]([CH3:26])([CH3:25])[CH3:24])([CH3:22])[CH3:21])[CH3:18])[CH:5]=[C:6](B2OC(C)(C)C(C)(C)O2)[CH:7]=1.[NH:27]1[C:31]2=[N:32][CH:33]=[CH:34][CH:35]=[C:30]2[C:29]([C:36]([O:38][CH3:39])=[O:37])=[N:28]1. No catalyst specified. The product is [Br:1][C:2]1[CH:7]=[C:6]([N:27]2[C:31]3=[N:32][CH:33]=[CH:34][CH:35]=[C:30]3[C:29]([C:36]([O:38][CH3:39])=[O:37])=[N:28]2)[CH:5]=[C:4]([CH:17]([O:19][Si:20]([C:23]([CH3:24])([CH3:25])[CH3:26])([CH3:21])[CH3:22])[CH3:18])[CH:3]=1. The yield is 0.360.